This data is from Forward reaction prediction with 1.9M reactions from USPTO patents (1976-2016). The task is: Predict the product of the given reaction. (1) Given the reactants O1[C:5]2([CH2:10][CH2:9][N:8]([C:11]3[CH:21]=[CH:20][C:14]([C:15]([O:17][CH2:18][CH3:19])=[O:16])=[CH:13][CH:12]=3)[CH2:7][CH2:6]2)[O:4]CC1.C(O)(=O)C, predict the reaction product. The product is: [O:4]=[C:5]1[CH2:6][CH2:7][N:8]([C:11]2[CH:21]=[CH:20][C:14]([C:15]([O:17][CH2:18][CH3:19])=[O:16])=[CH:13][CH:12]=2)[CH2:9][CH2:10]1. (2) Given the reactants [Cl:1][C:2]1[CH:19]=[C:18]([S:20]([CH2:23][CH3:24])(=[O:22])=[O:21])[CH:17]=[CH:16][C:3]=1[O:4][C:5]1[CH:6]=[C:7]([CH2:12][C:13]([OH:15])=O)[CH:8]=[C:9]([F:11])[CH:10]=1.[CH2:25]([S:28]([NH2:31])(=[O:30])=[O:29])[CH2:26][CH3:27], predict the reaction product. The product is: [Cl:1][C:2]1[CH:19]=[C:18]([S:20]([CH2:23][CH3:24])(=[O:21])=[O:22])[CH:17]=[CH:16][C:3]=1[O:4][C:5]1[CH:6]=[C:7]([CH2:12][C:13]([NH:31][S:28]([CH2:25][CH2:26][CH3:27])(=[O:30])=[O:29])=[O:15])[CH:8]=[C:9]([F:11])[CH:10]=1.